Dataset: CYP1A2 inhibition data for predicting drug metabolism from PubChem BioAssay. Task: Regression/Classification. Given a drug SMILES string, predict its absorption, distribution, metabolism, or excretion properties. Task type varies by dataset: regression for continuous measurements (e.g., permeability, clearance, half-life) or binary classification for categorical outcomes (e.g., BBB penetration, CYP inhibition). Dataset: cyp1a2_veith. The compound is COc1ccccc1CNc1nc(-c2cccc(NS(C)(=O)=O)c2)nc2ccccc12. The result is 1 (inhibitor).